Dataset: Forward reaction prediction with 1.9M reactions from USPTO patents (1976-2016). Task: Predict the product of the given reaction. (1) Given the reactants [N:1]1[CH:6]=[CH:5][CH:4]=[C:3]([CH2:7][S:8][C:9]2[CH:18]=[CH:17][CH:16]=[CH:15][C:10]=2[C:11]([O:13]C)=[O:12])[CH:2]=1.[Li+].[OH-].O, predict the reaction product. The product is: [N:1]1[CH:6]=[CH:5][CH:4]=[C:3]([CH2:7][S:8][C:9]2[CH:18]=[CH:17][CH:16]=[CH:15][C:10]=2[C:11]([OH:13])=[O:12])[CH:2]=1. (2) Given the reactants [Br:1][C:2]1[CH:3]=[C:4]2[C:9](=[CH:10][CH:11]=1)[N:8]([CH:12]1[CH2:16][CH2:15][NH:14][CH2:13]1)[CH2:7][CH2:6][CH2:5]2.C=O.[C:19](O)(=O)C.C([BH3-])#N.[Na+], predict the reaction product. The product is: [Br:1][C:2]1[CH:3]=[C:4]2[C:9](=[CH:10][CH:11]=1)[N:8]([CH:12]1[CH2:16][CH2:15][N:14]([CH3:19])[CH2:13]1)[CH2:7][CH2:6][CH2:5]2. (3) Given the reactants Cl[C:2]1[C:11]2[C:6](=[CH:7][CH:8]=[CH:9][CH:10]=2)[N:5]=[CH:4][C:3]=1[N+:12]([O-:14])=[O:13].C(N(CC)CC)C.[CH2:22]([C:26]1[O:30][N:29]=[C:28]([CH2:31][NH2:32])[CH:27]=1)[CH2:23][CH2:24][CH3:25], predict the reaction product. The product is: [CH2:22]([C:26]1[O:30][N:29]=[C:28]([CH2:31][NH:32][C:2]2[C:11]3[C:6](=[CH:7][CH:8]=[CH:9][CH:10]=3)[N:5]=[CH:4][C:3]=2[N+:12]([O-:14])=[O:13])[CH:27]=1)[CH2:23][CH2:24][CH3:25].